Dataset: Forward reaction prediction with 1.9M reactions from USPTO patents (1976-2016). Task: Predict the product of the given reaction. (1) The product is: [ClH:24].[ClH:24].[NH:7]1[CH2:6][CH2:5][C:4]2([O:17][C:18]3=[N:19][CH:20]=[CH:21][CH:22]=[C:23]3[C:2](=[O:1])[CH2:3]2)[CH2:9][CH2:8]1. Given the reactants [O:1]=[C:2]1[C:23]2[C:18](=[N:19][CH:20]=[CH:21][CH:22]=2)[O:17][C:4]2([CH2:9][CH2:8][N:7](C(OC(C)(C)C)=O)[CH2:6][CH2:5]2)[CH2:3]1.[ClH:24].O1CCOCC1, predict the reaction product. (2) Given the reactants [CH3:1][C:2]([O:7][C:8]1[CH:13]=[CH:12][CH:11]=[C:10]([N+:14]([O-:16])=[O:15])[CH:9]=1)([CH3:6])[C:3](O)=[O:4].C1N=C[N:19](C(N2C=NC=C2)=O)C=1.N, predict the reaction product. The product is: [CH3:1][C:2]([O:7][C:8]1[CH:13]=[CH:12][CH:11]=[C:10]([N+:14]([O-:16])=[O:15])[CH:9]=1)([CH3:6])[C:3]([NH2:19])=[O:4]. (3) Given the reactants [Cl:1][C:2]1[CH:7]=[CH:6][C:5]([C:8]2[S:16][C:15]3[C:14](=[O:17])[N:13]([C:18]4[CH:23]=[CH:22][C:21]([OH:24])=[C:20]([O:25][CH3:26])[CH:19]=4)[CH:12]=[N:11][C:10]=3[CH:9]=2)=[CH:4][CH:3]=1.Cl[CH2:28][CH:29]1[CH2:34][CH2:33][CH2:32][N:31]([CH3:35])[CH2:30]1.C([O-])([O-])=O.[Cs+].[Cs+], predict the reaction product. The product is: [Cl:1][C:2]1[CH:3]=[CH:4][C:5]([C:8]2[S:16][C:15]3[C:14](=[O:17])[N:13]([C:18]4[CH:23]=[CH:22][C:21]([O:24][CH2:28][CH:29]5[CH2:34][CH2:33][CH2:32][N:31]([CH3:35])[CH2:30]5)=[C:20]([O:25][CH3:26])[CH:19]=4)[CH:12]=[N:11][C:10]=3[CH:9]=2)=[CH:6][CH:7]=1. (4) Given the reactants [Cl:1][C:2]1[CH:7]=[CH:6][C:5](Br)=[CH:4][C:3]=1[CH3:9].[CH3:10][N:11]1[CH:15]=[C:14](B2OC(C)(C)C(C)(C)O2)[CH:13]=[N:12]1.C([O-])([O-])=O.[K+].[K+], predict the reaction product. The product is: [Cl:1][C:2]1[CH:7]=[CH:6][C:5]([C:14]2[CH:13]=[N:12][N:11]([CH3:10])[CH:15]=2)=[CH:4][C:3]=1[CH3:9].